This data is from Peptide-MHC class I binding affinity with 185,985 pairs from IEDB/IMGT. The task is: Regression. Given a peptide amino acid sequence and an MHC pseudo amino acid sequence, predict their binding affinity value. This is MHC class I binding data. (1) The peptide sequence is LENCILIRLT. The MHC is HLA-B45:01 with pseudo-sequence HLA-B45:01. The binding affinity (normalized) is 0.209. (2) The peptide sequence is HAGAKSFYK. The MHC is HLA-A11:01 with pseudo-sequence HLA-A11:01. The binding affinity (normalized) is 0.834. (3) The peptide sequence is DLKLVDVKL. The MHC is HLA-A31:01 with pseudo-sequence HLA-A31:01. The binding affinity (normalized) is 0.0847. (4) The binding affinity (normalized) is 0. The MHC is HLA-B51:01 with pseudo-sequence HLA-B51:01. The peptide sequence is RPNMSRHLF. (5) The peptide sequence is PTKCGENLY. The MHC is HLA-A02:01 with pseudo-sequence HLA-A02:01. The binding affinity (normalized) is 0.0847. (6) The peptide sequence is HSKRKCDEL. The MHC is HLA-A02:02 with pseudo-sequence HLA-A02:02. The binding affinity (normalized) is 0.0132. (7) The MHC is HLA-A24:02 with pseudo-sequence HLA-A24:02. The peptide sequence is VTPNNFSSI. The binding affinity (normalized) is 0.223. (8) The peptide sequence is WHQARFEEL. The MHC is HLA-A02:06 with pseudo-sequence HLA-A02:06. The binding affinity (normalized) is 0.0847. (9) The peptide sequence is CQITRRDWSF. The MHC is H-2-Dd with pseudo-sequence H-2-Dd. The binding affinity (normalized) is 0.354.